From a dataset of Full USPTO retrosynthesis dataset with 1.9M reactions from patents (1976-2016). Predict the reactants needed to synthesize the given product. (1) Given the product [C:20]([O:23][C:24]([NH:1][C@@H:2]([C:6]1[CH:11]=[CH:10][C:9]([OH:12])=[CH:8][CH:7]=1)[C:3]([OH:5])=[O:4])=[O:25])([CH3:22])([CH3:21])[CH3:19], predict the reactants needed to synthesize it. The reactants are: [NH2:1][C@@H:2]([C:6]1[CH:11]=[CH:10][C:9]([OH:12])=[CH:8][CH:7]=1)[C:3]([OH:5])=[O:4].C([O-])([O-])=O.[Na+].[Na+].[CH3:19][C:20]([O:23][C:24](O[C:24]([O:23][C:20]([CH3:22])([CH3:21])[CH3:19])=[O:25])=[O:25])([CH3:22])[CH3:21].C(O)(=O)CC(CC(O)=O)(C(O)=O)O. (2) Given the product [CH2:45]([NH:52][CH:18]1[CH2:17][CH2:16][N:15]([C:13]2[N:14]=[C:9]([N:3]3[CH2:2][CH:1]4[O:8][CH:5]([CH2:6][CH2:7]4)[CH2:4]3)[N:10]=[C:11]([C:22]3[CH:23]=[CH:24][C:25]([NH:28][C:29]([NH:31][C:32]4[CH:33]=[CH:34][N:35]=[CH:36][CH:37]=4)=[O:30])=[CH:26][CH:27]=3)[N:12]=2)[CH2:20][CH2:19]1)[C:46]1[CH:51]=[CH:50][CH:49]=[CH:48][CH:47]=1, predict the reactants needed to synthesize it. The reactants are: [CH:1]12[O:8][CH:5]([CH2:6][CH2:7]1)[CH2:4][N:3]([C:9]1[N:14]=[C:13]([N:15]3[CH2:20][CH2:19][C:18](=O)[CH2:17][CH2:16]3)[N:12]=[C:11]([C:22]3[CH:27]=[CH:26][C:25]([NH:28][C:29]([NH:31][C:32]4[CH:37]=[CH:36][N:35]=[CH:34][CH:33]=4)=[O:30])=[CH:24][CH:23]=3)[N:10]=1)[CH2:2]2.C(O)(C(F)(F)F)=O.[CH2:45]([NH2:52])[C:46]1[CH:51]=[CH:50][CH:49]=[CH:48][CH:47]=1.C(O)(=O)C.C(O[BH-](OC(=O)C)OC(=O)C)(=O)C.[Na+]. (3) Given the product [F:23][C:21]1[CH:22]=[C:17]([N:12]2[CH2:13][CH2:14][C:9]3[O:8][C:7]([C:2]4[CH:3]=[CH:4][CH:5]=[CH:6][N:1]=4)=[N:15][C:10]=3[CH2:11]2)[CH:18]=[C:19]([F:24])[CH:20]=1, predict the reactants needed to synthesize it. The reactants are: [N:1]1[CH:6]=[CH:5][CH:4]=[CH:3][C:2]=1[C:7]1[O:8][C:9]2[CH2:14][CH2:13][NH:12][CH2:11][C:10]=2[N:15]=1.Br[C:17]1[CH:22]=[C:21]([F:23])[CH:20]=[C:19]([F:24])[CH:18]=1.CC1(C)C2C(=C(P(C3C=CC=CC=3)C3C=CC=CC=3)C=CC=2)OC2C(P(C3C=CC=CC=3)C3C=CC=CC=3)=CC=CC1=2.C(O[Na])(C)(C)C. (4) Given the product [CH3:10][N:11]([CH3:20])[C:12]1[CH:19]=[CH:18][C:15](/[CH:16]=[CH:2]/[C:1]([C:4]2[S:8][C:7]([I:9])=[CH:6][CH:5]=2)=[O:3])=[CH:14][CH:13]=1, predict the reactants needed to synthesize it. The reactants are: [C:1]([C:4]1[S:8][C:7]([I:9])=[CH:6][CH:5]=1)(=[O:3])[CH3:2].[CH3:10][N:11]([CH3:20])[C:12]1[CH:19]=[CH:18][C:15]([CH:16]=O)=[CH:14][CH:13]=1.[OH-].[K+].O. (5) Given the product [CH3:36][C:33]([CH3:34])([S@:31]([NH:30][C@@:27]([C:19]1[CH:20]=[C:21]([N+:24]([O-:26])=[O:25])[CH:22]=[CH:23][C:18]=1[F:17])([CH2:28][CH3:29])[CH2:8][C:6]([O:5][C:1]([CH3:4])([CH3:3])[CH3:2])=[O:7])=[O:32])[CH3:35], predict the reactants needed to synthesize it. The reactants are: [C:1]([O:5][C:6]([CH3:8])=[O:7])([CH3:4])([CH3:3])[CH3:2].[Li+].CC([N-]C(C)C)C.[F:17][C:18]1[CH:23]=[CH:22][C:21]([N+:24]([O-:26])=[O:25])=[CH:20][C:19]=1/[C:27](=[N:30]/[S@@:31]([C:33]([CH3:36])([CH3:35])[CH3:34])=[O:32])/[CH2:28][CH3:29].[NH4+].[Cl-]. (6) Given the product [C:15]([O:18][CH2:19][N:1]1[C:9]2[C:4](=[CH:5][CH:6]=[CH:7][CH:8]=2)[C:3]([C:10]([OH:12])=[O:11])=[CH:2]1)(=[O:17])[CH3:16], predict the reactants needed to synthesize it. The reactants are: [NH:1]1[C:9]2[C:4](=[CH:5][CH:6]=[CH:7][CH:8]=2)[C:3]([C:10]([OH:12])=[O:11])=[CH:2]1.[H-].[Na+].[C:15]([O:18][CH2:19]Br)(=[O:17])[CH3:16].Cl.